This data is from Forward reaction prediction with 1.9M reactions from USPTO patents (1976-2016). The task is: Predict the product of the given reaction. (1) Given the reactants [CH3:1][O:2][C:3]1[CH:8]=[CH:7][C:6]([C:9]2[CH:10]=[N:11][CH:12]=[CH:13][CH:14]=2)=[CH:5][CH:4]=1.[ClH:15], predict the reaction product. The product is: [ClH:15].[CH3:1][O:2][C:3]1[CH:4]=[CH:5][C:6]([CH:9]2[CH2:14][CH2:13][CH2:12][NH:11][CH2:10]2)=[CH:7][CH:8]=1. (2) Given the reactants C(C1N(CC2C=CC=CC=2Cl)C([CH2:10][C:11]([CH2:22][C:23]2[CH:28]=[CH:27][CH:26]=[CH:25][CH:24]=2)(C(OCC)=O)[C:12]([O:14]CC)=[O:13])=CN=1)CCC.[OH-].[K+].O, predict the reaction product. The product is: [CH2:22]([CH:11]([CH3:10])[C:12]([OH:14])=[O:13])[C:23]1[CH:28]=[CH:27][CH:26]=[CH:25][CH:24]=1. (3) Given the reactants [CH2:1]([O:8][C:9]([N:11]1[CH2:15][CH:14]2[C:16](=[O:19])[CH2:17][CH2:18][CH:13]2[CH2:12]1)=[O:10])[C:2]1[CH:7]=[CH:6][CH:5]=[CH:4][CH:3]=1.N1C(C)=CC=CC=1C.FC(F)(F)S(O[Si:34]([C:37]([CH3:40])([CH3:39])[CH3:38])([CH3:36])[CH3:35])(=O)=O, predict the reaction product. The product is: [CH2:1]([O:8][C:9]([N:11]1[CH2:12][CH:13]2[CH2:18][CH:17]=[C:16]([O:19][Si:34]([C:37]([CH3:40])([CH3:39])[CH3:38])([CH3:36])[CH3:35])[CH:14]2[CH2:15]1)=[O:10])[C:2]1[CH:7]=[CH:6][CH:5]=[CH:4][CH:3]=1. (4) Given the reactants O=[C:2]1[CH:11]([CH2:12][N:13]2[CH2:18][CH2:17][C:16]3([C:26]4[C:21](=[CH:22][CH:23]=[CH:24][CH:25]=4)[CH2:20][CH2:19]3)[CH2:15][CH2:14]2)[CH2:10][C:9]2[C:4](=[CH:5][CH:6]=[CH:7][CH:8]=2)[NH:3]1.[H-].[H-].[H-].[H-].[Li+].[Al+3], predict the reaction product. The product is: [NH:3]1[C:4]2[C:9](=[CH:8][CH:7]=[CH:6][CH:5]=2)[CH2:10][CH:11]([CH2:12][N:13]2[CH2:14][CH2:15][C:16]3([C:26]4[C:21](=[CH:22][CH:23]=[CH:24][CH:25]=4)[CH2:20][CH2:19]3)[CH2:17][CH2:18]2)[CH2:2]1. (5) Given the reactants [Br:1][C:2]1[C:11]2[C:6](=[CH:7][C:8]([CH2:12][OH:13])=[CH:9][CH:10]=2)[C:5](=[O:14])[N:4]([CH:15]([CH3:17])[CH3:16])[N:3]=1.[H-].[Na+].[CH3:20]I, predict the reaction product. The product is: [Br:1][C:2]1[C:11]2[C:6](=[CH:7][C:8]([CH2:12][O:13][CH3:20])=[CH:9][CH:10]=2)[C:5](=[O:14])[N:4]([CH:15]([CH3:17])[CH3:16])[N:3]=1. (6) Given the reactants C([N:8]1[CH:12]=[C:11](B2OC(C)(C)C(C)(C)O2)[CH:10]=[N:9]1)(OC(C)(C)C)=O.[F:22][C:23]1[C:28]([F:29])=[CH:27][CH:26]=[CH:25][C:24]=1[C:30]1[N:63]=[C:33]2[CH:34]=[N:35][N:36]([CH2:38][C:39]3[N:44]=[N:43][C:42]([C:45]4[CH:50]=[CH:49][C:48](OS(C(F)(F)F)(=O)=O)=[CH:47][C:46]=4[C:59]([F:62])([F:61])[F:60])=[CH:41][CH:40]=3)[CH:37]=[C:32]2[N:31]=1, predict the reaction product. The product is: [F:22][C:23]1[C:28]([F:29])=[CH:27][CH:26]=[CH:25][C:24]=1[C:30]1[N:63]=[C:33]2[CH:34]=[N:35][N:36]([CH2:38][C:39]3[N:44]=[N:43][C:42]([C:45]4[CH:50]=[CH:49][C:48]([C:11]5[CH:12]=[N:8][NH:9][CH:10]=5)=[CH:47][C:46]=4[C:59]([F:61])([F:62])[F:60])=[CH:41][CH:40]=3)[CH:37]=[C:32]2[N:31]=1. (7) Given the reactants [F:1][C:2]1[CH:3]=[C:4]([C:9]2[CH:10]=[C:11]([CH2:20]OS(C)(=O)=O)[C:12](=[O:19])[N:13]([CH2:15][CH:16]([CH3:18])[CH3:17])[N:14]=2)[CH:5]=[CH:6][C:7]=1[F:8].[CH3:26][N:27]1[CH2:32][CH2:31][NH:30][CH2:29][CH2:28]1, predict the reaction product. The product is: [F:1][C:2]1[CH:3]=[C:4]([C:9]2[CH:10]=[C:11]([CH2:20][N:30]3[CH2:31][CH2:32][N:27]([CH3:26])[CH2:28][CH2:29]3)[C:12](=[O:19])[N:13]([CH2:15][CH:16]([CH3:18])[CH3:17])[N:14]=2)[CH:5]=[CH:6][C:7]=1[F:8]. (8) Given the reactants [CH3:1][O:2][C:3]1[CH:8]=[CH:7][CH:6]=[CH:5][C:4]=1[CH2:9][O:10][C:11]1[C:16]([C:17]([O:19]CC)=[O:18])=[CH:15][N:14]=[C:13]([N:22]2[CH2:27][CH2:26][CH:25]([N:28]([CH3:46])[CH2:29][C:30](=[O:45])[NH:31][C:32]3[CH:37]=[CH:36][C:35]([O:38][C:39]4[CH:44]=[CH:43][CH:42]=[CH:41][CH:40]=4)=[CH:34][CH:33]=3)[CH2:24][CH2:23]2)[N:12]=1.C1COCC1.[OH-].[Li+].Cl, predict the reaction product. The product is: [CH3:1][O:2][C:3]1[CH:8]=[CH:7][CH:6]=[CH:5][C:4]=1[CH2:9][O:10][C:11]1[C:16]([C:17]([OH:19])=[O:18])=[CH:15][N:14]=[C:13]([N:22]2[CH2:23][CH2:24][CH:25]([N:28]([CH3:46])[CH2:29][C:30](=[O:45])[NH:31][C:32]3[CH:33]=[CH:34][C:35]([O:38][C:39]4[CH:44]=[CH:43][CH:42]=[CH:41][CH:40]=4)=[CH:36][CH:37]=3)[CH2:26][CH2:27]2)[N:12]=1. (9) Given the reactants [C:1]([O:5][C:6](=[O:32])[N:7]([CH:9]1[CH2:14][CH2:13][CH:12]([NH:15][CH2:16][C:17]2[CH:22]=[C:21]([C:23]3[CH:24]=[N:25][C:26]([CH3:29])=[CH:27][CH:28]=3)[CH:20]=[CH:19][C:18]=2[O:30][CH3:31])[CH2:11][CH2:10]1)[CH3:8])([CH3:4])([CH3:3])[CH3:2].[Cl:33][C:34]1[C:35]2[C:45]([F:46])=[CH:44][CH:43]=[C:42]([F:47])[C:36]=2[S:37][C:38]=1[C:39](Cl)=[O:40], predict the reaction product. The product is: [C:1]([O:5][C:6](=[O:32])[N:7]([CH:9]1[CH2:10][CH2:11][CH:12]([N:15]([C:39]([C:38]2[S:37][C:36]3[C:42]([F:47])=[CH:43][CH:44]=[C:45]([F:46])[C:35]=3[C:34]=2[Cl:33])=[O:40])[CH2:16][C:17]2[CH:22]=[C:21]([C:23]3[CH:24]=[N:25][C:26]([CH3:29])=[CH:27][CH:28]=3)[CH:20]=[CH:19][C:18]=2[O:30][CH3:31])[CH2:13][CH2:14]1)[CH3:8])([CH3:4])([CH3:3])[CH3:2].